Dataset: Forward reaction prediction with 1.9M reactions from USPTO patents (1976-2016). Task: Predict the product of the given reaction. Given the reactants [Br:1][C:2]1[CH:3]=[C:4]([Cl:11])[C:5]([C:8]([OH:10])=O)=[N:6][CH:7]=1.Cl.[NH2:13][C:14]1[CH:19]=[CH:18][C:17]([OH:20])=[CH:16][C:15]=1[OH:21], predict the reaction product. The product is: [Br:1][C:2]1[CH:3]=[C:4]([Cl:11])[C:5]([C:8]([NH:13][C:14]2[CH:19]=[CH:18][C:17]([OH:20])=[CH:16][C:15]=2[OH:21])=[O:10])=[N:6][CH:7]=1.